Regression. Given two drug SMILES strings and cell line genomic features, predict the synergy score measuring deviation from expected non-interaction effect. From a dataset of NCI-60 drug combinations with 297,098 pairs across 59 cell lines. Drug 1: C1=NC2=C(N=C(N=C2N1C3C(C(C(O3)CO)O)F)Cl)N. Drug 2: CCCCC(=O)OCC(=O)C1(CC(C2=C(C1)C(=C3C(=C2O)C(=O)C4=C(C3=O)C=CC=C4OC)O)OC5CC(C(C(O5)C)O)NC(=O)C(F)(F)F)O. Cell line: MCF7. Synergy scores: CSS=28.3, Synergy_ZIP=2.86, Synergy_Bliss=0.447, Synergy_Loewe=-4.71, Synergy_HSA=-4.57.